From a dataset of CYP1A2 inhibition data for predicting drug metabolism from PubChem BioAssay. Regression/Classification. Given a drug SMILES string, predict its absorption, distribution, metabolism, or excretion properties. Task type varies by dataset: regression for continuous measurements (e.g., permeability, clearance, half-life) or binary classification for categorical outcomes (e.g., BBB penetration, CYP inhibition). Dataset: cyp1a2_veith. (1) The compound is CN(C)[C@H]1C(=O)C(C(=O)NCN[C@@H](CCCCN)C(=O)O)=C(O)[C@]2(O)C(=O)C3=C(O)c4c(O)cccc4[C@@](C)(O)[C@H]3C[C@@H]12. The result is 0 (non-inhibitor). (2) The compound is O=C(Nc1cccc(F)c1)N1CCC2(CC1)CCN(C(=O)Oc1ccccc1)CC2. The result is 0 (non-inhibitor). (3) The compound is CC(=O)c1c(C)[nH]c(C(=O)OCC(=O)N(C)C)c1C. The result is 1 (inhibitor). (4) The compound is CC1(CC(=O)O)O[C@H]2CCCCC[C@H]2O1.NCc1ccccc1. The result is 0 (non-inhibitor). (5) The drug is CC[C@](N)(C(=O)O)C(C)C. The result is 0 (non-inhibitor). (6) The drug is COC(=O)[C@@]1(Cc2ccc(OC)cc2)[C@H]2c3cc(C(=O)N(C)C)n(CCSCCO)c3C[C@H]2CN1C(=O)c1ccccc1. The result is 0 (non-inhibitor). (7) The compound is O=S1(=O)C=C(Oc2ccc3ccccc3c2)c2ccccc21. The result is 1 (inhibitor).